This data is from NCI-60 drug combinations with 297,098 pairs across 59 cell lines. The task is: Regression. Given two drug SMILES strings and cell line genomic features, predict the synergy score measuring deviation from expected non-interaction effect. (1) Drug 1: C1=NC2=C(N=C(N=C2N1C3C(C(C(O3)CO)O)O)F)N. Drug 2: C1=NC2=C(N1)C(=S)N=CN2. Cell line: COLO 205. Synergy scores: CSS=40.4, Synergy_ZIP=-10.1, Synergy_Bliss=-2.81, Synergy_Loewe=-13.6, Synergy_HSA=-1.30. (2) Drug 1: CN1C2=C(C=C(C=C2)N(CCCl)CCCl)N=C1CCCC(=O)O.Cl. Drug 2: C1CC(=O)NC(=O)C1N2C(=O)C3=CC=CC=C3C2=O. Cell line: M14. Synergy scores: CSS=-0.617, Synergy_ZIP=0.982, Synergy_Bliss=-0.978, Synergy_Loewe=0.759, Synergy_HSA=-3.97. (3) Drug 1: C1CCC(C1)C(CC#N)N2C=C(C=N2)C3=C4C=CNC4=NC=N3. Drug 2: CC1=C2C(C(=O)C3(C(CC4C(C3C(C(C2(C)C)(CC1OC(=O)C(C(C5=CC=CC=C5)NC(=O)OC(C)(C)C)O)O)OC(=O)C6=CC=CC=C6)(CO4)OC(=O)C)O)C)O. Cell line: EKVX. Synergy scores: CSS=44.3, Synergy_ZIP=2.37, Synergy_Bliss=5.67, Synergy_Loewe=-22.0, Synergy_HSA=7.55.